This data is from Peptide-MHC class II binding affinity with 134,281 pairs from IEDB. The task is: Regression. Given a peptide amino acid sequence and an MHC pseudo amino acid sequence, predict their binding affinity value. This is MHC class II binding data. (1) The peptide sequence is LIEDINVGFKAAVAA. The MHC is DRB3_0101 with pseudo-sequence DRB3_0101. The binding affinity (normalized) is 0.442. (2) The peptide sequence is VTKKEEPVNIEAEPP. The MHC is DRB1_0701 with pseudo-sequence DRB1_0701. The binding affinity (normalized) is 0.147. (3) The peptide sequence is KTGQALVVGIYDEPM. The MHC is HLA-DQA10101-DQB10501 with pseudo-sequence HLA-DQA10101-DQB10501. The binding affinity (normalized) is 0.677. (4) The peptide sequence is QTDIPSEPWNTGHDW. The MHC is HLA-DQA10501-DQB10402 with pseudo-sequence HLA-DQA10501-DQB10402. The binding affinity (normalized) is 0.311. (5) The peptide sequence is TFHVEKGSNPNYLALLVKYVNGDGD. The MHC is DRB1_0404 with pseudo-sequence DRB1_0404. The binding affinity (normalized) is 0.623.